This data is from Full USPTO retrosynthesis dataset with 1.9M reactions from patents (1976-2016). The task is: Predict the reactants needed to synthesize the given product. (1) Given the product [Al+3:8].[CH2:1]([P:3]([CH3:6])(=[O:4])[O-:5])[CH3:2].[CH2:1]([P:3]([CH3:6])(=[O:4])[O-:5])[CH3:2].[CH2:1]([P:3]([CH3:6])(=[O:4])[O-:5])[CH3:2], predict the reactants needed to synthesize it. The reactants are: [CH2:1]([P:3]([CH3:6])(=[O:5])[OH:4])[CH3:2].[OH-].[Al+3:8].[OH-].[OH-]. (2) The reactants are: C[O:2][C:3](=[O:36])[C:4]1[CH:9]=[C:8]([N+:10]([O-:12])=[O:11])[C:7]([C:13]2[CH:14]=[C:15]3[C:20](=[CH:21][CH:22]=2)[N:19]=[C:18]([C:23]2[S:27][C:26]([CH3:28])=[N:25][C:24]=2[CH3:29])[CH:17]=[CH:16]3)=[C:6]([CH:30]2[CH2:35][CH2:34][CH2:33][CH2:32][CH2:31]2)[CH:5]=1.[OH-].[Na+].Cl. Given the product [CH:30]1([C:6]2[CH:5]=[C:4]([CH:9]=[C:8]([N+:10]([O-:12])=[O:11])[C:7]=2[C:13]2[CH:14]=[C:15]3[C:20](=[CH:21][CH:22]=2)[N:19]=[C:18]([C:23]2[S:27][C:26]([CH3:28])=[N:25][C:24]=2[CH3:29])[CH:17]=[CH:16]3)[C:3]([OH:36])=[O:2])[CH2:31][CH2:32][CH2:33][CH2:34][CH2:35]1, predict the reactants needed to synthesize it. (3) Given the product [N+:1]([C:4]1[CH:5]=[CH:6][CH:7]=[C:8]2[C:12]=1[CH:11]1[CH2:23][C:22]3([S:25][CH2:31][CH2:30][S:24]3)[CH2:15][CH2:16][N:10]1[C:9]2=[O:21])([O-:3])=[O:2], predict the reactants needed to synthesize it. The reactants are: [N+:1]([C:4]1[CH:5]=[CH:6][CH:7]=[C:8]2[C:12]=1[CH:11]1CC3(OCCO3)[CH2:15][CH2:16][N:10]1[C:9]2=[O:21])([O-:3])=[O:2].[CH:22]([SH:25])([SH:24])[CH3:23].B(F)(F)F.[CH3:30][CH2:31]OCC.[OH-].[Na+]. (4) Given the product [F:34][C:35]1[CH:40]=[CH:39][C:38]([C@@H:41]([N:43]2[CH2:48][CH2:47][CH2:46]/[C:45](=[CH:49]\[C:50]3[CH:55]=[CH:54][C:53]([N:56]4[CH:60]=[C:59]([CH3:61])[N:58]=[CH:57]4)=[C:52]([O:62][CH3:63])[CH:51]=3)/[C:44]2=[O:65])[CH3:42])=[CH:37][CH:36]=1, predict the reactants needed to synthesize it. The reactants are: C1(C)C=CC(S(OS(C2C=CC(C)=CC=2)(=O)=O)(=O)=O)=CC=1.C1(C)C=CC(S([O-])(=O)=O)=CC=1.[Na+].[F:34][C:35]1[CH:40]=[CH:39][C:38]([CH:41]([N:43]2[CH2:48][CH2:47][CH2:46][CH:45]([CH:49](O)[C:50]3[CH:55]=[CH:54][C:53]([N:56]4[CH:60]=[C:59]([CH3:61])[N:58]=[CH:57]4)=[C:52]([O:62][CH3:63])[CH:51]=3)[C:44]2=[O:65])[CH3:42])=[CH:37][CH:36]=1.[OH-].[Na+]. (5) Given the product [CH3:3][O:4][C:5]1[CH:6]=[C:7]2[C:11](=[CH:12][CH:13]=1)[N:10]([C:15]([C:17]1[CH:18]=[C:19]([CH:24]=[CH:25][CH:26]=1)[C:20]([O:22][CH3:23])=[O:21])=[O:16])[CH:9]=[CH:8]2, predict the reactants needed to synthesize it. The reactants are: [H-].[Na+].[CH3:3][O:4][C:5]1[CH:6]=[C:7]2[C:11](=[CH:12][CH:13]=1)[NH:10][CH:9]=[CH:8]2.Cl[C:15]([C:17]1[CH:18]=[C:19]([CH:24]=[CH:25][CH:26]=1)[C:20]([O:22][CH3:23])=[O:21])=[O:16].C(OCC)(=O)C. (6) Given the product [NH2:20][C:6]1[C:7]([C:8]([NH:10][C:11]2[CH:16]=[CH:15][CH:14]=[CH:13][C:12]=2[O:17][CH3:18])=[O:9])=[C:2]([Cl:1])[N:3]=[CH:4][N:5]=1, predict the reactants needed to synthesize it. The reactants are: [Cl:1][C:2]1[C:7]([C:8]([NH:10][C:11]2[CH:16]=[CH:15][CH:14]=[CH:13][C:12]=2[O:17][CH3:18])=[O:9])=[C:6](Cl)[N:5]=[CH:4][N:3]=1.[NH3:20]. (7) Given the product [CH3:33][C@@H:28]1[N:27]([CH2:26][C@H:13]2[CH2:14][N:15]([S:18]([C:21]3[S:22][CH:23]=[CH:24][CH:25]=3)(=[O:19])=[O:20])[CH2:16][CH2:17][N:12]2[C:9]2[CH:8]=[CH:7][C:6]([C@@:3]([OH:5])([CH3:4])[C:2]([F:1])([F:34])[F:35])=[CH:11][CH:10]=2)[C:32](=[O:37])[CH2:31][O:30][CH2:29]1, predict the reactants needed to synthesize it. The reactants are: [F:1][C:2]([F:35])([F:34])[C:3]([C:6]1[CH:11]=[CH:10][C:9]([N:12]2[CH2:17][CH2:16][N:15]([S:18]([C:21]3[S:22][CH:23]=[CH:24][CH:25]=3)(=[O:20])=[O:19])[CH2:14][CH:13]2[CH2:26][N:27]2[CH2:32][CH2:31][O:30][CH2:29][C@@H:28]2[CH3:33])=[CH:8][CH:7]=1)([OH:5])[CH3:4].I([O-])(=O)(=O)=[O:37].[Na+]. (8) Given the product [Br:37][C:11]1[C:10](=[O:12])[N:9]([C:13]2[CH:14]=[C:15]([CH:20]=[CH:21][C:22]=2[CH3:23])[C:16]([O:18][CH3:19])=[O:17])[C:8]([CH3:24])=[N:7][C:6]=1[O:5][CH2:4][C:3]1[CH:25]=[CH:26][C:27]([F:29])=[CH:28][C:2]=1[F:1], predict the reactants needed to synthesize it. The reactants are: [F:1][C:2]1[CH:28]=[C:27]([F:29])[CH:26]=[CH:25][C:3]=1[CH2:4][O:5][C:6]1[N:7]=[C:8]([CH3:24])[N:9]([C:13]2[CH:14]=[C:15]([CH:20]=[CH:21][C:22]=2[CH3:23])[C:16]([O:18][CH3:19])=[O:17])[C:10](=[O:12])[CH:11]=1.C1C(=O)N([Br:37])C(=O)C1. (9) Given the product [F:1][C:2]1[CH:3]=[CH:4][C:5]([C:8]2[C:12]3=[N:13][CH:14]=[CH:15][CH:16]=[C:11]3[N:10]([O:17][CH2:26][CH2:27][N:28]3[CH2:33][CH2:32][O:31][CH2:30][CH2:29]3)[C:9]=2[C:18]2[CH:19]=[CH:20][N:21]=[CH:22][CH:23]=2)=[CH:6][CH:7]=1, predict the reactants needed to synthesize it. The reactants are: [F:1][C:2]1[CH:7]=[CH:6][C:5]([C:8]2[C:12]3=[N:13][CH:14]=[CH:15][CH:16]=[C:11]3[N:10]([OH:17])[C:9]=2[C:18]2[CH:23]=[CH:22][N:21]=[CH:20][CH:19]=2)=[CH:4][CH:3]=1.Cl.Cl[CH2:26][CH2:27][N:28]1[CH2:33][CH2:32][O:31][CH2:30][CH2:29]1.[H-].[Na+]. (10) Given the product [O:28]1[CH2:27][CH2:26][N:25]([C:4]2[C:5]3[S:10][C:9]([CH2:11][N:12]4[CH2:17][CH2:16][NH:15][CH2:14][CH2:13]4)=[CH:8][C:6]=3[N:7]=[C:2]([C:39]3[CH:40]=[N:41][C:42]([NH2:45])=[N:43][CH:44]=3)[N:3]=2)[CH2:30][CH2:29]1, predict the reactants needed to synthesize it. The reactants are: Cl[C:2]1[N:3]=[C:4]([N:25]2[CH2:30][CH2:29][O:28][CH2:27][CH2:26]2)[C:5]2[S:10][C:9]([CH2:11][N:12]3[CH2:17][CH2:16][N:15](C(OC(C)(C)C)=O)[CH2:14][CH2:13]3)=[CH:8][C:6]=2[N:7]=1.CC1(C)C(C)(C)OB([C:39]2[CH:40]=[N:41][C:42]([NH2:45])=[N:43][CH:44]=2)O1.